Dataset: Full USPTO retrosynthesis dataset with 1.9M reactions from patents (1976-2016). Task: Predict the reactants needed to synthesize the given product. (1) Given the product [C:3]([C:6]1[CH:7]=[CH:8][C:9]([C:12]2[Se:13][CH:14]=[CH:15][CH:16]=2)=[CH:10][CH:11]=1)#[N:4], predict the reactants needed to synthesize it. The reactants are: Cl.Cl.[C:3]([C:6]1[CH:11]=[CH:10][C:9]([C:12]2[Se:13][C:14](C3C=CC(C(=N)N)=CC=3)=[CH:15][CH:16]=2)=[CH:8][CH:7]=1)(=N)[NH2:4].C(C1C=CC(C2[Se]C(C3C=CC(C#N)=CC=3)=CC=2)=CC=1)#N.C[Si]([N-][Si](C)(C)C)(C)C.[Li+].Cl.NO. (2) Given the product [NH:1]([C:8]1[S:9][C:10]([C:13]([OH:15])=[O:14])=[CH:11][N:12]=1)[C:2]1[CH:3]=[CH:4][CH:5]=[CH:6][CH:7]=1, predict the reactants needed to synthesize it. The reactants are: [NH:1]([C:8]1[S:9][C:10]([C:13]([O:15]C)=[O:14])=[CH:11][N:12]=1)[C:2]1[CH:7]=[CH:6][CH:5]=[CH:4][CH:3]=1.O.[OH-].[Li+].Cl. (3) Given the product [CH2:15]([O:17][C:18](=[O:27])[CH2:19][C:20]1[CH:25]=[CH:24][C:23]([S:26][CH:9]2[CH2:14][CH2:13][O:12][CH2:11][CH2:10]2)=[CH:22][CH:21]=1)[CH3:16], predict the reactants needed to synthesize it. The reactants are: CCN(CC)CC.I[CH:9]1[CH2:14][CH2:13][O:12][CH2:11][CH2:10]1.[CH2:15]([O:17][C:18](=[O:27])[CH2:19][C:20]1[CH:25]=[CH:24][C:23]([SH:26])=[CH:22][CH:21]=1)[CH3:16]. (4) Given the product [N+:8]([C:3]1[CH:4]=[N:5][CH:6]=[CH:7][C:2]=1[NH:11][CH2:12][CH:13]1[CH2:17][CH2:16][N:15]([C:18]([O:20][C:21]([CH3:24])([CH3:23])[CH3:22])=[O:19])[CH2:14]1)([O-:10])=[O:9], predict the reactants needed to synthesize it. The reactants are: Cl[C:2]1[CH:7]=[CH:6][N:5]=[CH:4][C:3]=1[N+:8]([O-:10])=[O:9].[NH2:11][CH2:12][CH:13]1[CH2:17][CH2:16][N:15]([C:18]([O:20][C:21]([CH3:24])([CH3:23])[CH3:22])=[O:19])[CH2:14]1. (5) Given the product [F:20][C:19]([F:22])([F:21])[C:16]1[CH:15]=[C:14]([OH:24])[C:13]([OH:12])=[CH:18][CH:17]=1, predict the reactants needed to synthesize it. The reactants are: C([Li])CCC.O1CCCCC1[O:12][C:13]1[CH:18]=[CH:17][C:16]([C:19]([F:22])([F:21])[F:20])=[CH:15][CH:14]=1.B(OC)(OC)[O:24]C.B(F)(F)F.OO.S(S([O-])=O)([O-])=O.[Na+].[Na+].